Task: Predict the reactants needed to synthesize the given product.. Dataset: Full USPTO retrosynthesis dataset with 1.9M reactions from patents (1976-2016) (1) Given the product [CH2:2]([O:4][C:5](=[O:24])[C@H:6]([CH3:23])[CH2:7][C@H:8]([NH:22][C:53](=[O:58])[C:54]([CH3:57])([CH3:56])[CH3:55])[CH2:9][C:10]1[CH:11]=[CH:12][C:13]([C:16]2[CH:21]=[CH:20][CH:19]=[CH:18][CH:17]=2)=[CH:14][CH:15]=1)[CH3:3].[C:25]1([C:47]2[CH:48]=[CH:49][CH:50]=[CH:51][CH:52]=2)[CH:26]=[CH:27][C:28]([CH2:31][C@@H:32]([NH:39][C:40]([O:42][C:43]([CH3:46])([CH3:44])[CH3:45])=[O:41])[CH2:33][C@@H:34]([CH3:38])[C:35]([OH:37])=[O:36])=[CH:29][CH:30]=1, predict the reactants needed to synthesize it. The reactants are: Cl.[CH2:2]([O:4][C:5](=[O:24])[C@@H:6]([CH3:23])[CH2:7][C@H:8]([NH2:22])[CH2:9][C:10]1[CH:15]=[CH:14][C:13]([C:16]2[CH:21]=[CH:20][CH:19]=[CH:18][CH:17]=2)=[CH:12][CH:11]=1)[CH3:3].[C:25]1([C:47]2[CH:52]=[CH:51][CH:50]=[CH:49][CH:48]=2)[CH:30]=[CH:29][C:28]([CH2:31][C@@H:32]([NH:39][C:40]([O:42][C:43]([CH3:46])([CH3:45])[CH3:44])=[O:41])[CH2:33][C@@H:34]([CH3:38])[C:35]([OH:37])=[O:36])=[CH:27][CH:26]=1.[C:53](Cl)(=[O:58])[C:54]([CH3:57])([CH3:56])[CH3:55].C(O)(=O)CC(CC(O)=O)(C(O)=O)O. (2) Given the product [Br:1][C:2]1[CH:3]=[CH:4][CH:5]=[C:6]([CH:8]([Br:32])[CH2:9][F:10])[N:7]=1, predict the reactants needed to synthesize it. The reactants are: [Br:1][C:2]1[N:7]=[C:6]([CH:8](O)[CH2:9][F:10])[CH:5]=[CH:4][CH:3]=1.C1(P(C2C=CC=CC=2)C2C=CC=CC=2)C=CC=CC=1.C(Br)(Br)(Br)[Br:32]. (3) Given the product [C:7]([NH:6][C:5]1[CH:4]=[CH:3][C:2]([N:1]=[N:1][C:2]2[CH:11]=[CH:10][C:5]([NH:6][C:7](=[O:16])[CH3:8])=[CH:4][CH:3]=2)=[CH:11][CH:10]=1)(=[O:9])[CH3:8], predict the reactants needed to synthesize it. The reactants are: [NH2:1][C:2]1[CH:11]=[CH:10][C:5]([NH:6][C:7](=[O:9])[CH3:8])=[CH:4][CH:3]=1.B1([O-])OO1.[OH2:16].O.O.O.[Na+].B(O)(O)O. (4) Given the product [F:1][C:2]1[CH:7]=[CH:6][C:5]([C:8]2[C:9]([CH:14]=[O:20])=[CH:10][CH:11]=[CH:12][CH:13]=2)=[C:4]([CH3:19])[CH:3]=1, predict the reactants needed to synthesize it. The reactants are: [F:1][C:2]1[CH:7]=[CH:6][C:5]([C:8]2[CH:13]=[CH:12][CH:11]=[CH:10][C:9]=2[CH:14]=NC(C)C)=[C:4]([CH3:19])[CH:3]=1.[OH:20]S(O)(=O)=O. (5) Given the product [CH3:11][Sn:10]([CH3:13])([CH3:12])[C:6]1[CH:5]=[C:4]([CH:9]=[CH:8][CH:7]=1)[C:3]([OH:14])=[O:2], predict the reactants needed to synthesize it. The reactants are: C[O:2][C:3](=[O:14])[C:4]1[CH:9]=[CH:8][CH:7]=[C:6]([Sn:10]([CH3:13])([CH3:12])[CH3:11])[CH:5]=1.[OH-].[Na+]. (6) Given the product [NH2:23][C:22]1[CH:24]=[C:25]([C:2]2[S:6][C:5]([C:7]3([OH:18])[CH2:12][CH2:11][CH:10]([C:13]([O:15][CH3:36])=[O:14])[C:9]([CH3:17])([CH3:16])[CH2:8]3)=[N:4][CH:3]=2)[CH:26]=[C:20]([CH3:19])[CH:21]=1, predict the reactants needed to synthesize it. The reactants are: Br[C:2]1[S:6][C:5]([C:7]2([OH:18])[CH2:12][CH2:11][CH:10]([C:13]([O-:15])=[O:14])[C:9]([CH3:17])([CH3:16])[CH2:8]2)=[N:4][CH:3]=1.[CH3:19][C:20]1[CH:21]=[C:22]([CH:24]=[C:25](B2OC(C)(C)C(C)(C)O2)[CH:26]=1)[NH2:23].[C:36](=O)([O-])[O-].[Cs+].[Cs+].CC(C1C=C(C(C)C)C(C2C=CC=CC=2P(C2CCCCC2)C2CCCCC2)=C(C(C)C)C=1)C. (7) Given the product [C:1]1([P:7]2(=[O:12])[CH2:8][CH2:9][CH2:10][CH:11]2[CH2:13][OH:14])[CH:2]=[CH:3][CH:4]=[CH:5][CH:6]=1, predict the reactants needed to synthesize it. The reactants are: [C:1]1([P:7]2(=[O:12])[CH2:11][CH2:10][CH2:9][CH2:8]2)[CH:6]=[CH:5][CH:4]=[CH:3][CH:2]=1.[CH2:13]=[O:14].C1(C)C=CC=CC=1. (8) Given the product [CH2:44]([C:41]1[O:40][C:39]([CH2:38][N:7]2[C:6]3[CH:8]=[C:9]([C:11]4[CH:16]=[CH:15][CH:14]=[CH:13][CH:12]=4)[S:10][C:5]=3[C:4](=[O:17])[N:3]([CH:18]3[CH2:23][CH2:22][N:21]([C:24]([O:26][C:27]([CH3:30])([CH3:29])[CH3:28])=[O:25])[CH2:20][CH2:19]3)[C:2]2=[O:1])=[N:43][CH:42]=1)[CH3:45], predict the reactants needed to synthesize it. The reactants are: [O:1]=[C:2]1[NH:7][C:6]2[CH:8]=[C:9]([C:11]3[CH:16]=[CH:15][CH:14]=[CH:13][CH:12]=3)[S:10][C:5]=2[C:4](=[O:17])[N:3]1[CH:18]1[CH2:23][CH2:22][N:21]([C:24]([O:26][C:27]([CH3:30])([CH3:29])[CH3:28])=[O:25])[CH2:20][CH2:19]1.C(=O)([O-])[O-].[K+].[K+].Cl[CH2:38][C:39]1[O:40][C:41]([CH2:44][CH3:45])=[CH:42][N:43]=1.